From a dataset of Peptide-MHC class II binding affinity with 134,281 pairs from IEDB. Regression. Given a peptide amino acid sequence and an MHC pseudo amino acid sequence, predict their binding affinity value. This is MHC class II binding data. (1) The peptide sequence is LGGLWTAVSPHLSPL. The MHC is DRB1_0401 with pseudo-sequence DRB1_0401. The binding affinity (normalized) is 0.0645. (2) The peptide sequence is SQDLELSWNLNGLQADLSS. The MHC is DRB1_0404 with pseudo-sequence DRB1_0404. The binding affinity (normalized) is 0.614. (3) The peptide sequence is GGWWLTFGQILGLAQ. The MHC is HLA-DQA10401-DQB10402 with pseudo-sequence HLA-DQA10401-DQB10402. The binding affinity (normalized) is 0. (4) The peptide sequence is WDDLRSLCLFSYHRLR. The binding affinity (normalized) is 0.436. The MHC is DRB1_0101 with pseudo-sequence DRB1_0101. (5) The peptide sequence is YDKFFANVSTVLTGK. The MHC is DRB1_0401 with pseudo-sequence DRB1_0401. The binding affinity (normalized) is 0.774. (6) The peptide sequence is NAGFKAAVAAAAVVP. The MHC is DRB4_0101 with pseudo-sequence DRB4_0103. The binding affinity (normalized) is 0.218. (7) The peptide sequence is MGAVTTEVAFGLVCA. The MHC is DRB1_0101 with pseudo-sequence DRB1_0101. The binding affinity (normalized) is 0.555. (8) The peptide sequence is RTKYTATISGLKPGV. The MHC is DRB3_0202 with pseudo-sequence DRB3_0202. The binding affinity (normalized) is 0.299. (9) The binding affinity (normalized) is 0.416. The MHC is DRB1_0101 with pseudo-sequence DRB1_0101. The peptide sequence is ESEFRNDWIIESDHL. (10) The peptide sequence is RVYCDPCRAGFETNV. The MHC is HLA-DPA10201-DPB10501 with pseudo-sequence HLA-DPA10201-DPB10501. The binding affinity (normalized) is 0.